From a dataset of NCI-60 drug combinations with 297,098 pairs across 59 cell lines. Regression. Given two drug SMILES strings and cell line genomic features, predict the synergy score measuring deviation from expected non-interaction effect. (1) Drug 1: CCC1(CC2CC(C3=C(CCN(C2)C1)C4=CC=CC=C4N3)(C5=C(C=C6C(=C5)C78CCN9C7C(C=CC9)(C(C(C8N6C=O)(C(=O)OC)O)OC(=O)C)CC)OC)C(=O)OC)O.OS(=O)(=O)O. Cell line: MALME-3M. Synergy scores: CSS=2.45, Synergy_ZIP=-1.66, Synergy_Bliss=-1.54, Synergy_Loewe=-3.41, Synergy_HSA=-3.36. Drug 2: CS(=O)(=O)OCCCCOS(=O)(=O)C. (2) Drug 1: CN1C(=O)N2C=NC(=C2N=N1)C(=O)N. Drug 2: C1=NC(=NC(=O)N1C2C(C(C(O2)CO)O)O)N. Cell line: RPMI-8226. Synergy scores: CSS=59.2, Synergy_ZIP=-0.730, Synergy_Bliss=-1.25, Synergy_Loewe=-29.1, Synergy_HSA=-0.340. (3) Drug 1: CC1=C2C(C(=O)C3(C(CC4C(C3C(C(C2(C)C)(CC1OC(=O)C(C(C5=CC=CC=C5)NC(=O)OC(C)(C)C)O)O)OC(=O)C6=CC=CC=C6)(CO4)OC(=O)C)O)C)O. Drug 2: C(CC(=O)O)C(=O)CN.Cl. Cell line: A549. Synergy scores: CSS=6.88, Synergy_ZIP=-4.72, Synergy_Bliss=-6.57, Synergy_Loewe=-11.0, Synergy_HSA=-5.34. (4) Drug 1: C1=NC2=C(N=C(N=C2N1C3C(C(C(O3)CO)O)F)Cl)N. Drug 2: C1=CN(C=N1)CC(O)(P(=O)(O)O)P(=O)(O)O. Cell line: HCC-2998. Synergy scores: CSS=22.7, Synergy_ZIP=-4.66, Synergy_Bliss=0.559, Synergy_Loewe=-31.0, Synergy_HSA=-0.342. (5) Drug 1: C1=C(C(=O)NC(=O)N1)F. Drug 2: CC1C(C(CC(O1)OC2CC(CC3=C2C(=C4C(=C3O)C(=O)C5=C(C4=O)C(=CC=C5)OC)O)(C(=O)CO)O)N)O.Cl. Cell line: NCI-H226. Synergy scores: CSS=47.8, Synergy_ZIP=0.426, Synergy_Bliss=-2.07, Synergy_Loewe=-21.4, Synergy_HSA=2.10. (6) Drug 1: CC1=C(C=C(C=C1)NC(=O)C2=CC=C(C=C2)CN3CCN(CC3)C)NC4=NC=CC(=N4)C5=CN=CC=C5. Drug 2: CN(CCCl)CCCl.Cl. Cell line: NCIH23. Synergy scores: CSS=42.6, Synergy_ZIP=-7.25, Synergy_Bliss=-3.93, Synergy_Loewe=-1.82, Synergy_HSA=-1.29. (7) Drug 1: C1C(C(OC1N2C=NC3=C2NC=NCC3O)CO)O. Drug 2: N.N.Cl[Pt+2]Cl. Cell line: MCF7. Synergy scores: CSS=20.5, Synergy_ZIP=-8.73, Synergy_Bliss=-1.76, Synergy_Loewe=0.334, Synergy_HSA=0.782.